This data is from Reaction yield outcomes from USPTO patents with 853,638 reactions. The task is: Predict the reaction yield, written as a fraction of the theoretical maximum amount of product (1.0 means a 100% yield; for example, 0.34 means a 34% yield). (1) The reactants are [NH:1]1[CH2:5][CH2:4][CH:3]([OH:6])[CH2:2]1.CCN(CC)CC.[CH2:14]([O:21][CH2:22][C:23](Cl)=[O:24])[C:15]1[CH:20]=[CH:19][CH:18]=[CH:17][CH:16]=1.O. The catalyst is C(Cl)Cl. The product is [CH2:14]([O:21][CH2:22][C:23]([N:1]1[CH2:5][CH2:4][CH:3]([OH:6])[CH2:2]1)=[O:24])[C:15]1[CH:20]=[CH:19][CH:18]=[CH:17][CH:16]=1. The yield is 0.980. (2) The reactants are CCN(CC)CC.[CH2:8]([NH2:15])[C:9]1[CH:14]=[CH:13][CH:12]=[CH:11][CH:10]=1.Br[CH2:17][C:18]([C:20]1[CH:25]=[CH:24][C:23]([O:26][CH3:27])=[CH:22][CH:21]=1)=[O:19]. The catalyst is C1COCC1. The product is [CH2:8]([NH:15][CH2:17][C:18]([C:20]1[CH:25]=[CH:24][C:23]([O:26][CH3:27])=[CH:22][CH:21]=1)=[O:19])[C:9]1[CH:14]=[CH:13][CH:12]=[CH:11][CH:10]=1. The yield is 0.600. (3) The reactants are [NH:1]1[C:9]2[C:4](=[CH:5][CH:6]=[C:7]([CH:10]([C:16]3[C:24]4[C:19](=[CH:20][CH:21]=[CH:22][CH:23]=4)[NH:18][CH:17]=3)[CH2:11][C:12]([NH:14][CH3:15])=O)[CH:8]=2)[CH:3]=[CH:2]1.N1C2C(=CC=CC=2C(C2C=CC=CC=2)CCNC)C=C1. No catalyst specified. The product is [NH:1]1[C:9]2[C:4](=[CH:5][CH:6]=[C:7]([CH:10]([C:16]3[C:24]4[C:19](=[CH:20][CH:21]=[CH:22][CH:23]=4)[NH:18][CH:17]=3)[CH2:11][CH2:12][NH:14][CH3:15])[CH:8]=2)[CH:3]=[CH:2]1. The yield is 0.620. (4) The reactants are I[C:2]1[C:3]2[C:8]([C:9]([C:16]3[CH:21]=[CH:20][CH:19]=[CH:18][CH:17]=3)=[C:10]3[C:15]=1[CH:14]=[CH:13][CH:12]=[CH:11]3)=[CH:7][CH:6]=[CH:5][CH:4]=2.[Br:22][C:23]1[CH:28]=[CH:27][C:26](B(O)O)=[CH:25][CH:24]=1.C(=O)([O-])[O-].[K+].[K+]. The catalyst is C1C=CC([P]([Pd]([P](C2C=CC=CC=2)(C2C=CC=CC=2)C2C=CC=CC=2)([P](C2C=CC=CC=2)(C2C=CC=CC=2)C2C=CC=CC=2)[P](C2C=CC=CC=2)(C2C=CC=CC=2)C2C=CC=CC=2)(C2C=CC=CC=2)C2C=CC=CC=2)=CC=1.C1(C)C=CC=CC=1. The product is [Br:22][C:23]1[CH:28]=[CH:27][C:26]([C:2]2[C:3]3[C:8]([C:9]([C:16]4[CH:21]=[CH:20][CH:19]=[CH:18][CH:17]=4)=[C:10]4[C:15]=2[CH:14]=[CH:13][CH:12]=[CH:11]4)=[CH:7][CH:6]=[CH:5][CH:4]=3)=[CH:25][CH:24]=1. The yield is 0.450.